From a dataset of Catalyst prediction with 721,799 reactions and 888 catalyst types from USPTO. Predict which catalyst facilitates the given reaction. (1) Reactant: [CH3:1][O:2][C:3]1[CH:8]=[CH:7][C:6]([NH:9][C:10]2[CH:18]=[CH:17][CH:16]=[C:12]([C:13]([OH:15])=O)[C:11]=2[C:19]([OH:21])=O)=[CH:5][CH:4]=1.Cl.[NH2:23][CH:24]1[CH2:30][CH2:29][C:28](=[O:31])[NH:27][C:25]1=[O:26]. Product: [O:26]=[C:25]1[CH:24]([N:23]2[C:19](=[O:21])[C:11]3[C:12](=[CH:16][CH:17]=[CH:18][C:10]=3[NH:9][C:6]3[CH:5]=[CH:4][C:3]([O:2][CH3:1])=[CH:8][CH:7]=3)[C:13]2=[O:15])[CH2:30][CH2:29][C:28](=[O:31])[NH:27]1. The catalyst class is: 17. (2) Reactant: N[C:2]1[CH:7]=[CH:6][C:5]([CH3:8])=[CH:4][CH:3]=1.[S:9]1[CH:13]=[CH:12][CH:11]=[C:10]1C=O.C(O)(=O)C(C)=O.[CH2:22]([N:24](CC)CC)[CH3:23]. Product: [N:24]1[C:6]2[C:5](=[CH:4][CH:3]=[CH:2][CH:7]=2)[CH:8]=[CH:23][CH:22]=1.[S:9]1[CH:13]=[CH:12][CH:11]=[CH:10]1. The catalyst class is: 8. (3) Reactant: [CH2:1]([O:8][C:9]1[C:10]([C:16]#[C:17][CH2:18][OH:19])=[N:11][C:12]([Cl:15])=[CH:13][CH:14]=1)[C:2]1[CH:7]=[CH:6][CH:5]=[CH:4][CH:3]=1.[I-].[NH2:21][N+:22]1[CH:27]=[CH:26][CH:25]=[CH:24][CH:23]=1.C1CCN2C(=NCCC2)CC1.O. Product: [CH2:1]([O:8][C:9]1[C:10]([C:16]2[C:17]([CH2:18][OH:19])=[C:23]3[CH:24]=[CH:25][CH:26]=[CH:27][N:22]3[N:21]=2)=[N:11][C:12]([Cl:15])=[CH:13][CH:14]=1)[C:2]1[CH:7]=[CH:6][CH:5]=[CH:4][CH:3]=1. The catalyst class is: 23. (4) Reactant: Br[C:2]1[C:3]([F:9])=[CH:4][C:5]([NH2:8])=[N:6][CH:7]=1.[CH3:10][N:11]1[CH:15]=[C:14](B2OC(C)(C)C(C)(C)O2)[CH:13]=[N:12]1.C([O-])([O-])=O.[Na+].[Na+].S([O-])([O-])(=O)=O.[Na+].[Na+]. Product: [F:9][C:3]1[C:2]([C:14]2[CH:13]=[N:12][N:11]([CH3:10])[CH:15]=2)=[CH:7][N:6]=[C:5]([NH2:8])[CH:4]=1. The catalyst class is: 57. (5) Reactant: [CH3:1][NH2:2].[F:3][C:4]([F:15])([F:14])[C:5]([F:13])([F:12])[C:6](F)([F:10])[CH2:7][CH2:8]I. Product: [F:10][C:6]([C:5]([F:13])([F:12])[C:4]([F:15])([F:14])[F:3])=[CH:7][CH2:8][NH:2][CH3:1]. The catalyst class is: 7. (6) Reactant: [N:1]1[CH:6]=[CH:5][CH:4]=[CH:3][C:2]=1[C:7]([NH:9][C:10]1[C:11]([C:21]([NH:23][CH2:24][CH2:25][CH2:26][C:27]([O:29][CH2:30][CH3:31])=[O:28])=[O:22])=[N:12][N:13](C2CCCCO2)[CH:14]=1)=[O:8].O.C1(C)C=CC(S(O)(=O)=O)=CC=1.C(=O)([O-])O.[Na+]. Product: [N:1]1[CH:6]=[CH:5][CH:4]=[CH:3][C:2]=1[C:7]([NH:9][C:10]1[C:11]([C:21]([NH:23][CH2:24][CH2:25][CH2:26][C:27]([O:29][CH2:30][CH3:31])=[O:28])=[O:22])=[N:12][NH:13][CH:14]=1)=[O:8]. The catalyst class is: 8. (7) Reactant: [Cl:1][C:2]1[N:7]=[CH:6][N:5]=[C:4]([N:8]2[C:12](=[O:13])[C:11]([C:14]3[CH:15]=[N:16][CH:17]=[CH:18][CH:19]=3)=[CH:10][NH:9]2)[CH:3]=1.[CH3:20][O:21][CH2:22][CH2:23][NH2:24].C(N(CC)C(C)C)(C)C. Product: [ClH:1].[CH3:20][O:21][CH2:22][CH2:23][NH:24][C:2]1[N:7]=[CH:6][N:5]=[C:4]([N:8]2[C:12](=[O:13])[C:11]([C:14]3[CH:15]=[N:16][CH:17]=[CH:18][CH:19]=3)=[CH:10][NH:9]2)[CH:3]=1. The catalyst class is: 51.